The task is: Predict which catalyst facilitates the given reaction.. This data is from Catalyst prediction with 721,799 reactions and 888 catalyst types from USPTO. (1) Reactant: [OH-:1].[Na+].BrBr.[Cl:5][C:6]1[C:11]([F:12])=[CH:10][CH:9]=[C:8]([Cl:13])[C:7]=1[C:14](=[O:16])C.Br[O-].[Na+]. Product: [Cl:5][C:6]1[C:11]([F:12])=[CH:10][CH:9]=[C:8]([Cl:13])[C:7]=1[C:14]([OH:16])=[O:1]. The catalyst class is: 127. (2) Reactant: [NH2:1][CH2:2][CH:3]([CH:5]([NH:27][C:28](=[O:34])[O:29][C:30]([CH3:33])([CH3:32])[CH3:31])[CH2:6][CH:7]([CH2:11][C:12]1[CH:13]=[C:14]2[C:18](=[CH:19][CH:20]=1)[N:17]([CH3:21])[CH:16]=[C:15]2[CH2:22][CH2:23][CH2:24][O:25][CH3:26])[CH:8]([CH3:10])[CH3:9])[OH:4].C(=O)([O-])[O-].[Na+].[Na+].[C:41](Cl)(=[O:46])[C:42]([CH3:45])([CH3:44])[CH3:43].O. Product: [CH3:43][C:42]([CH3:45])([CH3:44])[C:41]([NH:1][CH2:2][CH:3]([CH:5]([NH:27][C:28](=[O:34])[O:29][C:30]([CH3:32])([CH3:31])[CH3:33])[CH2:6][CH:7]([CH2:11][C:12]1[CH:13]=[C:14]2[C:18](=[CH:19][CH:20]=1)[N:17]([CH3:21])[CH:16]=[C:15]2[CH2:22][CH2:23][CH2:24][O:25][CH3:26])[CH:8]([CH3:9])[CH3:10])[OH:4])=[O:46]. The catalyst class is: 13. (3) Reactant: [CH3:1][O:2][C:3]1[CH:8]=[CH:7][C:6]([N:9]2[C:13]3[C:14](=[O:31])[N:15]([C:18]4[CH:23]=[CH:22][C:21]([N:24]5[CH2:29][CH2:28][CH2:27][CH2:26][C:25]5=[O:30])=[CH:20][CH:19]=4)[CH2:16][CH2:17][C:12]=3[C:11]([C:32]([OH:34])=O)=[N:10]2)=[CH:5][CH:4]=1.C([N:37](CC)CC)C.ClC(OCC(C)C)=O.[OH-].[NH4+]. Product: [CH3:1][O:2][C:3]1[CH:8]=[CH:7][C:6]([N:9]2[C:13]3[C:14](=[O:31])[N:15]([C:18]4[CH:19]=[CH:20][C:21]([N:24]5[CH2:29][CH2:28][CH2:27][CH2:26][C:25]5=[O:30])=[CH:22][CH:23]=4)[CH2:16][CH2:17][C:12]=3[C:11]([C:32]([NH2:37])=[O:34])=[N:10]2)=[CH:5][CH:4]=1. The catalyst class is: 25. (4) Reactant: CO[Na].[CH2:4]([N:11]1[C:15](=[O:16])/[C:14](=[C:17](\[NH:27][CH2:28][C:29]2[CH:34]=[CH:33][CH:32]=[CH:31][N:30]=2)/[CH2:18][C:19]2[CH:24]=[CH:23][CH:22]=[C:21]([O:25][CH3:26])[CH:20]=2)/[C:13]([CH2:35][C:36]([O:38]C)=O)=[N:12]1)[C:5]1[CH:10]=[CH:9][CH:8]=[CH:7][CH:6]=1. Product: [CH2:4]([N:11]1[C:15](=[O:16])[C:14]2=[C:17]([CH2:18][C:19]3[CH:24]=[CH:23][CH:22]=[C:21]([O:25][CH3:26])[CH:20]=3)[N:27]([CH2:28][C:29]3[CH:34]=[CH:33][CH:32]=[CH:31][N:30]=3)[C:36](=[O:38])[CH:35]=[C:13]2[NH:12]1)[C:5]1[CH:6]=[CH:7][CH:8]=[CH:9][CH:10]=1. The catalyst class is: 5. (5) The catalyst class is: 7. Reactant: [C:1]1([C:7]([C:28]2[CH:33]=[CH:32][CH:31]=[CH:30][CH:29]=2)([C:22]2[CH:27]=[CH:26][CH:25]=[CH:24][CH:23]=2)[O:8][CH2:9][C@H:10]([OH:21])[CH2:11][S:12][C:13]2[CH:18]=[CH:17][CH:16]=[CH:15][C:14]=2[O:19][CH3:20])[CH:6]=[CH:5][CH:4]=[CH:3][CH:2]=1.[H-].[Na+].[CH3:36]I. Product: [C:28]1([C:7]([C:1]2[CH:2]=[CH:3][CH:4]=[CH:5][CH:6]=2)([C:22]2[CH:23]=[CH:24][CH:25]=[CH:26][CH:27]=2)[O:8][CH2:9][C@H:10]([O:21][CH3:36])[CH2:11][S:12][C:13]2[CH:18]=[CH:17][CH:16]=[CH:15][C:14]=2[O:19][CH3:20])[CH:29]=[CH:30][CH:31]=[CH:32][CH:33]=1.